From a dataset of NCI-60 drug combinations with 297,098 pairs across 59 cell lines. Regression. Given two drug SMILES strings and cell line genomic features, predict the synergy score measuring deviation from expected non-interaction effect. (1) Drug 1: CC1=CC2C(CCC3(C2CCC3(C(=O)C)OC(=O)C)C)C4(C1=CC(=O)CC4)C. Drug 2: CCC1(C2=C(COC1=O)C(=O)N3CC4=CC5=C(C=CC(=C5CN(C)C)O)N=C4C3=C2)O.Cl. Cell line: CCRF-CEM. Synergy scores: CSS=67.4, Synergy_ZIP=-0.932, Synergy_Bliss=-2.48, Synergy_Loewe=-63.7, Synergy_HSA=-1.21. (2) Drug 1: CNC(=O)C1=NC=CC(=C1)OC2=CC=C(C=C2)NC(=O)NC3=CC(=C(C=C3)Cl)C(F)(F)F. Drug 2: CC1C(C(CC(O1)OC2CC(CC3=C2C(=C4C(=C3O)C(=O)C5=C(C4=O)C(=CC=C5)OC)O)(C(=O)CO)O)N)O.Cl. Cell line: MDA-MB-435. Synergy scores: CSS=46.1, Synergy_ZIP=0.917, Synergy_Bliss=2.29, Synergy_Loewe=-4.19, Synergy_HSA=2.82. (3) Drug 1: CC1CC2C3CCC4=CC(=O)C=CC4(C3(C(CC2(C1(C(=O)CO)O)C)O)F)C. Drug 2: CS(=O)(=O)CCNCC1=CC=C(O1)C2=CC3=C(C=C2)N=CN=C3NC4=CC(=C(C=C4)OCC5=CC(=CC=C5)F)Cl. Cell line: HCT116. Synergy scores: CSS=5.14, Synergy_ZIP=-3.70, Synergy_Bliss=-7.98, Synergy_Loewe=-7.11, Synergy_HSA=-5.75. (4) Drug 1: CC12CCC3C(C1CCC2=O)CC(=C)C4=CC(=O)C=CC34C. Drug 2: CCCCCOC(=O)NC1=NC(=O)N(C=C1F)C2C(C(C(O2)C)O)O. Cell line: HCC-2998. Synergy scores: CSS=41.3, Synergy_ZIP=2.57, Synergy_Bliss=-0.634, Synergy_Loewe=-13.9, Synergy_HSA=-1.16. (5) Drug 1: C1CN1P(=S)(N2CC2)N3CC3. Drug 2: C#CCC(CC1=CN=C2C(=N1)C(=NC(=N2)N)N)C3=CC=C(C=C3)C(=O)NC(CCC(=O)O)C(=O)O. Cell line: HT29. Synergy scores: CSS=55.3, Synergy_ZIP=1.76, Synergy_Bliss=0.455, Synergy_Loewe=-12.8, Synergy_HSA=-1.22. (6) Drug 1: C1CC(=O)NC(=O)C1N2CC3=C(C2=O)C=CC=C3N. Drug 2: CC(C)CN1C=NC2=C1C3=CC=CC=C3N=C2N. Cell line: NCI/ADR-RES. Synergy scores: CSS=6.41, Synergy_ZIP=-1.24, Synergy_Bliss=1.96, Synergy_Loewe=1.52, Synergy_HSA=0.0936. (7) Drug 2: C1=NC2=C(N=C(N=C2N1C3C(C(C(O3)CO)O)F)Cl)N. Cell line: NCIH23. Drug 1: C1=CC(=CC=C1C#N)C(C2=CC=C(C=C2)C#N)N3C=NC=N3. Synergy scores: CSS=25.4, Synergy_ZIP=2.62, Synergy_Bliss=4.08, Synergy_Loewe=-15.5, Synergy_HSA=0.110.